This data is from Full USPTO retrosynthesis dataset with 1.9M reactions from patents (1976-2016). The task is: Predict the reactants needed to synthesize the given product. (1) Given the product [Br:1][C:2]1[CH:3]=[C:4]2[C:9]([NH:15][C@H:16]3[C@@H:20]([O:21][CH3:22])[CH2:19][N:18]([C:23]([O:25][CH2:26][C:27]4[CH:32]=[CH:31][CH:30]=[CH:29][CH:28]=4)=[O:24])[CH2:17]3)=[C:8]([C:11](=[O:12])[NH2:13])[CH:7]=[N:6][N:5]2[CH:14]=1, predict the reactants needed to synthesize it. The reactants are: [Br:1][C:2]1[CH:3]=[C:4]2[C:9](Cl)=[C:8]([C:11]([NH2:13])=[O:12])[CH:7]=[N:6][N:5]2[CH:14]=1.[NH2:15][C@H:16]1[C@@H:20]([O:21][CH3:22])[CH2:19][N:18]([C:23]([O:25][CH2:26][C:27]2[CH:32]=[CH:31][CH:30]=[CH:29][CH:28]=2)=[O:24])[CH2:17]1.C(N(CC)C(C)C)(C)C.O. (2) Given the product [NH:1]1[C:5]2=[CH:6][N:7]=[CH:8][CH:9]=[C:4]2[C:3]([C:11]2[CH2:16][CH2:15][N:14]([C:17]([O:19][C:20]([CH3:23])([CH3:22])[CH3:21])=[O:18])[CH2:13][CH:12]=2)=[CH:2]1, predict the reactants needed to synthesize it. The reactants are: [NH:1]1[C:5]2=[CH:6][N:7]=[CH:8][CH:9]=[C:4]2[CH:3]=[CH:2]1.O=[C:11]1[CH2:16][CH2:15][N:14]([C:17]([O:19][C:20]([CH3:23])([CH3:22])[CH3:21])=[O:18])[CH2:13][CH2:12]1.[OH-].[K+]. (3) Given the product [F:1][C:2]1[CH:26]=[CH:25][CH:24]=[C:23]([F:27])[C:3]=1[C:4]([N:6]([CH3:32])[C:7]([N:8]([C:10]1[CH:15]=[CH:14][C:13]([S:16][CH:17]([F:18])[F:19])=[C:12]([CH3:20])[C:11]=1[CH3:21])[CH3:9])=[O:22])=[O:5], predict the reactants needed to synthesize it. The reactants are: [F:1][C:2]1[CH:26]=[CH:25][CH:24]=[C:23]([F:27])[C:3]=1[C:4]([NH:6][C:7](=[O:22])[N:8]([C:10]1[CH:15]=[CH:14][C:13]([S:16][CH:17]([F:19])[F:18])=[C:12]([CH3:20])[C:11]=1[CH3:21])[CH3:9])=[O:5].IC.[H-].[Na+].[CH3:32]OC(C)(C)C. (4) Given the product [C:1]([O:5][C:6]([N:8]1[CH2:12][CH2:11][CH2:10][C@H:9]1[CH2:13][O:14][C:15]1[CH:20]=[CH:19][C:18]([NH2:21])=[C:17]([O:24][CH3:25])[N:16]=1)=[O:7])([CH3:4])([CH3:3])[CH3:2], predict the reactants needed to synthesize it. The reactants are: [C:1]([O:5][C:6]([N:8]1[CH2:12][CH2:11][CH2:10][C@H:9]1[CH2:13][O:14][C:15]1[CH:20]=[CH:19][C:18]([N+:21]([O-])=O)=[C:17]([O:24][CH3:25])[N:16]=1)=[O:7])([CH3:4])([CH3:3])[CH3:2]. (5) Given the product [CH3:66][O:65][C:64]([NH:63][C@@H:59]([CH:60]([CH3:62])[CH3:61])[C:58]([N:50]1[C@H:49]([C:47]2[NH:48][C:44]([C:41]3[CH:40]=[CH:39][C:38]([C:9]4[CH:10]=[C:11]5[C:12](=[CH:17][CH:18]=4)[CH:13]=[C:14]([C:19]4[NH:23][C:22]([C@@H:24]6[CH2:28][CH2:27][CH2:26][N:25]6[C:29]([O:31][C:32]([CH3:34])([CH3:35])[CH3:33])=[O:30])=[N:21][CH:20]=4)[CH:15]=[CH:16]5)=[CH:43][CH:42]=3)=[CH:45][N:46]=2)[CH2:57][C:52]2([O:56][CH2:55][CH2:54][O:53]2)[CH2:51]1)=[O:68])=[O:67], predict the reactants needed to synthesize it. The reactants are: CC1(C)C(C)(C)OB([C:9]2[CH:10]=[C:11]3[C:16](=[CH:17][CH:18]=2)[CH:15]=[C:14]([C:19]2[NH:23][C:22]([C@@H:24]4[CH2:28][CH2:27][CH2:26][N:25]4[C:29]([O:31][C:32]([CH3:35])([CH3:34])[CH3:33])=[O:30])=[N:21][CH:20]=2)[CH:13]=[CH:12]3)O1.Br[C:38]1[CH:43]=[CH:42][C:41]([C:44]2[NH:48][C:47]([C@@H:49]3[CH2:57][C:52]4([O:56][CH2:55][CH2:54][O:53]4)[CH2:51][N:50]3[C:58](=[O:68])[C@@H:59]([NH:63][C:64](=[O:67])[O:65][CH3:66])[CH:60]([CH3:62])[CH3:61])=[N:46][CH:45]=2)=[CH:40][CH:39]=1.C(=O)([O-])[O-].[K+].[K+]. (6) The reactants are: C([N:4]1[C:12]2[C:7](=[CH:8][CH:9]=[CH:10][CH:11]=2)/[C:6](=[C:13](/[NH:20][C:21]2[CH:26]=[CH:25][C:24]([NH:27][S:28]([C:31]3[CH:36]=[CH:35][CH:34]=[CH:33][CH:32]=3)(=[O:30])=[O:29])=[CH:23][CH:22]=2)\[C:14]2[CH:19]=[CH:18][CH:17]=[CH:16][CH:15]=2)/[C:5]1=[O:37])(=O)C.[CH3:38][N:39]([CH3:44])[C:40](=[O:43])[CH2:41]Br.CC(C)([O-])C.[K+].[OH-].[Na+]. Given the product [CH3:38][N:39]([CH3:44])[C:40]([CH2:41][N:27]([C:24]1[CH:25]=[CH:26][C:21]([NH:20]/[C:13](=[C:6]2\[C:5](=[O:37])[NH:4][C:12]3[C:7]\2=[CH:8][CH:9]=[CH:10][CH:11]=3)/[C:14]2[CH:15]=[CH:16][CH:17]=[CH:18][CH:19]=2)=[CH:22][CH:23]=1)[S:28]([C:31]1[CH:36]=[CH:35][CH:34]=[CH:33][CH:32]=1)(=[O:29])=[O:30])=[O:43], predict the reactants needed to synthesize it. (7) Given the product [Cl:26][C:11]1[N:12]=[C:13]([CH3:25])[N:14]=[C:15]2[C:10]=1[CH:7]=[CH:8][N:16]2[C:17]1[CH:22]=[CH:21][C:20]([Cl:23])=[CH:19][C:18]=1[Cl:24], predict the reactants needed to synthesize it. The reactants are: I([O-])(=O)(=O)=O.[Na+].[CH2:7]([C:10]1[C:11]([Cl:26])=[N:12][C:13]([CH3:25])=[N:14][C:15]=1[NH:16][C:17]1[CH:22]=[CH:21][C:20]([Cl:23])=[CH:19][C:18]=1[Cl:24])[CH:8]=C.CC(C)=O.O. (8) Given the product [CH:5]1([C:8]2[CH:13]=[C:12]([CH2:14][N:15]3[CH2:20][CH2:19][CH:18]([N:21]4[CH2:30][CH2:29][C:28]5[N:27]=[C:26]([CH2:31][CH2:32][CH3:33])[C:25]([C:34]([OH:36])=[O:35])=[CH:24][C:23]=5[C:22]4=[O:38])[CH2:17][CH2:16]3)[C:11]([O:39][CH2:40][CH3:41])=[CH:10][C:9]=2[C:42]2[CH:47]=[CH:46][CH:45]=[C:44]([F:48])[CH:43]=2)[CH2:6][CH2:7]1, predict the reactants needed to synthesize it. The reactants are: [OH-].[Na+].CO.[CH:5]1([C:8]2[CH:13]=[C:12]([CH2:14][N:15]3[CH2:20][CH2:19][CH:18]([N:21]4[CH2:30][CH2:29][C:28]5[N:27]=[C:26]([CH2:31][CH2:32][CH3:33])[C:25]([C:34]([O:36]C)=[O:35])=[CH:24][C:23]=5[C:22]4=[O:38])[CH2:17][CH2:16]3)[C:11]([O:39][CH2:40][CH3:41])=[CH:10][C:9]=2[C:42]2[CH:47]=[CH:46][CH:45]=[C:44]([F:48])[CH:43]=2)[CH2:7][CH2:6]1.Cl.